This data is from Forward reaction prediction with 1.9M reactions from USPTO patents (1976-2016). The task is: Predict the product of the given reaction. (1) Given the reactants Cl[C:2]1[CH:3]=[C:4]([C:9]2[N:13]3[C:14]4[N:22]=[C:21]([O:23][CH3:24])[CH:20]=[CH:19][C:15]=4[N:16]=[C:17]([CH3:18])[C:12]3=[C:11]([CH3:25])[N:10]=2)C=C(Cl)C=1.C[C:27]1C=C[S:29][C:28]=1B(O)O.C([O-])([O-])=O.[K+].[K+], predict the reaction product. The product is: [CH3:24][O:23][C:21]1[CH:20]=[CH:19][C:15]2[N:16]=[C:17]([CH3:18])[C:12]3[N:13]([C:9]([C:4]4[S:29][CH:28]=[CH:27][C:3]=4[CH3:2])=[N:10][C:11]=3[CH3:25])[C:14]=2[N:22]=1. (2) Given the reactants [F:1][C:2]1[CH:3]=[C:4]([CH:6]=[CH:7][C:8]=1[CH2:9][CH2:10][S:11]([CH3:14])(=[O:13])=[O:12])[NH2:5].N1C=CC=CC=1.Cl[C:22]([O:24][C:25]1[CH:30]=[CH:29][CH:28]=[CH:27][CH:26]=1)=[O:23], predict the reaction product. The product is: [F:1][C:2]1[CH:3]=[C:4]([NH:5][C:22](=[O:23])[O:24][C:25]2[CH:30]=[CH:29][CH:28]=[CH:27][CH:26]=2)[CH:6]=[CH:7][C:8]=1[CH2:9][CH2:10][S:11]([CH3:14])(=[O:13])=[O:12].